This data is from Catalyst prediction with 721,799 reactions and 888 catalyst types from USPTO. The task is: Predict which catalyst facilitates the given reaction. (1) Reactant: [CH3:1][C:2]1[CH:10]=[C:9]([N+:11]([O-:13])=[O:12])[CH:8]=[CH:7][C:3]=1[C:4](O)=[O:5]. Product: [CH3:1][C:2]1[CH:10]=[C:9]([N+:11]([O-:13])=[O:12])[CH:8]=[CH:7][C:3]=1[CH2:4][OH:5]. The catalyst class is: 36. (2) Reactant: Cl.[C:2](=[NH:7])(OCC)[CH3:3].[NH:8]([C:10]([O:12][C:13]([CH3:16])([CH3:15])[CH3:14])=[O:11])[NH2:9].Br.Br[CH2:19][C:20]([C:22]1[CH:23]=[N:24][CH:25]=[CH:26][CH:27]=1)=O. Product: [CH3:3][C:2]1[N:9]([NH:8][C:10](=[O:11])[O:12][C:13]([CH3:16])([CH3:15])[CH3:14])[CH:19]=[C:20]([C:22]2[CH:23]=[N:24][CH:25]=[CH:26][CH:27]=2)[N:7]=1. The catalyst class is: 14. (3) Reactant: [CH3:1][C:2]1[CH:7]=[CH:6][C:5]([S:8]([O:11][CH2:12][CH:13]2[CH2:17][C:16]3[CH:18]=[CH:19][CH:20]=[C:21](Br)[C:15]=3[O:14]2)(=[O:10])=[O:9])=[CH:4][CH:3]=1.[CH3:23][C:24]1[C:29]([CH3:30])=[CH:28][CH:27]=[CH:26][C:25]=1B(O)O.C(=O)([O-])[O-].[K+].[K+].CC1C=CC(S(OCC2CC3C(C4C=CC=CC=4)=CC=CC=3O2)(=O)=O)=CC=1. Product: [CH3:1][C:2]1[CH:7]=[CH:6][C:5]([S:8]([O:11][CH2:12][CH:13]2[CH2:17][C:16]3[CH:18]=[CH:19][CH:20]=[C:21]([C:25]4[CH:26]=[CH:27][CH:28]=[C:29]([CH3:30])[C:24]=4[CH3:23])[C:15]=3[O:14]2)(=[O:10])=[O:9])=[CH:4][CH:3]=1. The catalyst class is: 608. (4) Reactant: [CH2:1]([O:8][C:9]1[S:13][N:12]=[C:11]([S:14][CH3:15])[N:10]=1)[C:2]1[CH:7]=[CH:6][CH:5]=[CH:4][CH:3]=1.ClC1C=CC=C(C(OO)=[O:24])C=1.S([O-])([O-])=O.[Na+].[Na+]. Product: [CH2:1]([O:8][C:9]1[S:13][N:12]=[C:11]([S:14]([CH3:15])=[O:24])[N:10]=1)[C:2]1[CH:3]=[CH:4][CH:5]=[CH:6][CH:7]=1. The catalyst class is: 22. (5) Reactant: [CH2:1]([O:5][C:6]1[N:14]=[C:13]2[C:9]([N:10]=[C:11]([O:37][CH3:38])[N:12]2[CH2:15][C:16]2[CH:21]=[CH:20][C:19]([O:22][CH2:23][CH:24]3[CH2:29][CH2:28][N:27](C(OC(C)(C)C)=O)[CH2:26][CH2:25]3)=[CH:18][CH:17]=2)=[C:8]([NH2:39])[N:7]=1)[CH2:2][CH2:3][CH3:4].FC(F)(F)C(O)=O.C(=O)([O-])[O-].[K+].[K+].Br[CH2:54][C:55]([O:57][CH3:58])=[O:56]. Product: [CH2:1]([O:5][C:6]1[N:14]=[C:13]2[C:9]([N:10]=[C:11]([O:37][CH3:38])[N:12]2[CH2:15][C:16]2[CH:21]=[CH:20][C:19]([O:22][CH2:23][CH:24]3[CH2:29][CH2:28][N:27]([CH2:54][C:55]([O:57][CH3:58])=[O:56])[CH2:26][CH2:25]3)=[CH:18][CH:17]=2)=[C:8]([NH2:39])[N:7]=1)[CH2:2][CH2:3][CH3:4]. The catalyst class is: 3. (6) Reactant: [CH2:1]([NH:5][C:6]1[CH:11]=[CH:10][CH:9]=[CH:8][CH:7]=1)[CH2:2][CH2:3][CH3:4].[Cl:12][C:13](Cl)([O:15]C(=O)OC(Cl)(Cl)Cl)Cl. Product: [CH2:1]([N:5]([C:6]1[CH:11]=[CH:10][CH:9]=[CH:8][CH:7]=1)[C:13]([Cl:12])=[O:15])[CH2:2][CH2:3][CH3:4]. The catalyst class is: 2. (7) Reactant: [Si]([O:8][C:9]1([CH2:13][C@H:14]([NH:28][S:29]([C:31]([CH3:34])([CH3:33])[CH3:32])=[O:30])[C:15]2[C:16](F)=[N:17][C:18]([F:26])=[C:19]([CH2:21][C:22]([CH3:25])([CH3:24])[CH3:23])[CH:20]=2)[CH2:12]C[CH2:10]1)(C(C)(C)C)(C)C.CCCC[N+](CCCC)(CCCC)CCCC.[F-].[H-].[Na+]. Product: [F:26][C:18]1[N:17]=[C:16]2[O:8][C:9]([CH3:12])([CH3:10])[CH2:13][C@H:14]([NH:28][S:29]([C:31]([CH3:34])([CH3:33])[CH3:32])=[O:30])[C:15]2=[CH:20][C:19]=1[CH2:21][C:22]([CH3:25])([CH3:24])[CH3:23]. The catalyst class is: 1. (8) Product: [CH3:1][O:2][C:3]1[CH:8]=[CH:7][C:6]([C:3]2[CH:8]=[CH:7][CH:6]=[C:5]([C:5]3[CH:6]=[CH:7][CH:8]=[C:3]([O:2][CH3:1])[CH:4]=3)[CH:4]=2)=[CH:5][CH:4]=1. Reactant: [CH3:1][O:2][C:3]1[CH:8]=[CH:7][C:6](B(O)O)=[CH:5][CH:4]=1. The catalyst class is: 195. (9) Reactant: [OH:1][CH:2]1[CH2:7][CH2:6][N:5]([C:8]([C:10]2[S:14][C:13]([C:15]3[N:16]=[C:17]4[C:23]([C:24]([C:26]5([CH3:32])[CH2:31][CH2:30][CH2:29][CH2:28][CH2:27]5)=[O:25])=[CH:22][N:21](COCC[Si](C)(C)C)[C:18]4=[N:19][CH:20]=3)=[CH:12][CH:11]=2)=[O:9])[CH2:4][CH2:3]1.O.O.O.C([O-])(=O)C.[Na+]. Product: [OH:1][CH:2]1[CH2:3][CH2:4][N:5]([C:8]([C:10]2[S:14][C:13]([C:15]3[N:16]=[C:17]4[C:23]([C:24]([C:26]5([CH3:32])[CH2:31][CH2:30][CH2:29][CH2:28][CH2:27]5)=[O:25])=[CH:22][NH:21][C:18]4=[N:19][CH:20]=3)=[CH:12][CH:11]=2)=[O:9])[CH2:6][CH2:7]1. The catalyst class is: 281.